From a dataset of Catalyst prediction with 721,799 reactions and 888 catalyst types from USPTO. Predict which catalyst facilitates the given reaction. (1) The catalyst class is: 4. Reactant: [CH3:1][C:2]1[CH:3]=[CH:4][CH:5]=[C:6]2[C:11]=1[C:10](=[O:12])[NH:9][CH:8]=[CH:7]2.[Br:13]Br. Product: [Br:13][C:7]1[C:6]2[C:11](=[C:2]([CH3:1])[CH:3]=[CH:4][CH:5]=2)[C:10](=[O:12])[NH:9][CH:8]=1. (2) Reactant: Br[C:2]1[CH:3]=[C:4]([CH:11]=[O:12])[CH:5]=[C:6]2[C:10]=1[NH:9][CH:8]=[CH:7]2.[CH3:13][S:14]([C:16]1[CH:21]=[CH:20][C:19](B(O)O)=[CH:18][CH:17]=1)=[O:15].C([O-])([O-])=O.[Na+].[Na+]. Product: [CH3:13][S:14]([C:16]1[CH:21]=[CH:20][C:19]([C:2]2[CH:3]=[C:4]([CH:11]=[O:12])[CH:5]=[C:6]3[C:10]=2[NH:9][CH:8]=[CH:7]3)=[CH:18][CH:17]=1)=[O:15]. The catalyst class is: 460. (3) Reactant: [CH2:1]([N:3]1[C:7]2=[N:8][C:9]([CH2:48][CH3:49])=[C:10]([CH2:19][NH:20][C:21]([C:23]3[CH:28]=[CH:27][CH:26]=[C:25]([C:29]([NH:31][CH2:32][C:33]4[CH:34]=[C:35]([C:40]5[CH:45]=[CH:44][CH:43]=[C:42]([CH:46]=O)[CH:41]=5)[C:36]([F:39])=[CH:37][CH:38]=4)=[O:30])[CH:24]=3)=[O:22])[C:11]([NH:12][CH:13]3[CH2:18][CH2:17][O:16][CH2:15][CH2:14]3)=[C:6]2[CH:5]=[N:4]1)[CH3:2].[NH:50]1[CH2:55][CH2:54][CH:53]([C:56]#[N:57])[CH2:52][CH2:51]1.[BH-](OC(C)=O)(OC(C)=O)OC(C)=O.[Na+]. Product: [C:56]([CH:53]1[CH2:54][CH2:55][N:50]([CH2:46][C:42]2[CH:41]=[C:40]([C:35]3[C:36]([F:39])=[CH:37][CH:38]=[C:33]([CH2:32][NH:31][C:29]([C:25]4[CH:26]=[CH:27][CH:28]=[C:23]([C:21]([NH:20][CH2:19][C:10]5[C:11]([NH:12][CH:13]6[CH2:14][CH2:15][O:16][CH2:17][CH2:18]6)=[C:6]6[CH:5]=[N:4][N:3]([CH2:1][CH3:2])[C:7]6=[N:8][C:9]=5[CH2:48][CH3:49])=[O:22])[CH:24]=4)=[O:30])[CH:34]=3)[CH:45]=[CH:44][CH:43]=2)[CH2:51][CH2:52]1)#[N:57]. The catalyst class is: 2. (4) Reactant: CC(OI1(OC(C)=O)(OC(C)=O)OC(=O)C2C=CC=CC1=2)=O.[Br:23][C:24]1[CH:29]=[C:28]([CH3:30])[C:27]([CH2:31][CH2:32][OH:33])=[C:26]([CH3:34])[CH:25]=1. Product: [Br:23][C:24]1[CH:25]=[C:26]([CH3:34])[C:27]([CH2:31][CH:32]=[O:33])=[C:28]([CH3:30])[CH:29]=1. The catalyst class is: 2. (5) Reactant: [O:1]=[C:2]1[NH:7][C:6]2[N:8]=[CH:9][CH:10]=[C:11]([O:12][C:13]3[CH:14]=[CH:15][C:16]4[O:20][C@@H:19]5[C@@H:21]([NH:22]C(=O)OC(C)(C)C)[C@@H:18]5[C:17]=4[CH:30]=3)[C:5]=2[CH2:4][O:3]1.CCOC(C)=O.Cl. Product: [NH2:22][C@H:21]1[C@H:18]2[C@@H:19]1[O:20][C:16]1[CH:15]=[CH:14][C:13]([O:12][C:11]3[C:5]4[CH2:4][O:3][C:2](=[O:1])[NH:7][C:6]=4[N:8]=[CH:9][CH:10]=3)=[CH:30][C:17]=12. The catalyst class is: 2. (6) Reactant: [CH:1]1([NH:4][C:5](=[O:31])[C:6]2[CH:11]=[CH:10][C:9]([CH3:12])=[C:8]([N:13]3[CH:22]=[CH:21][C:20]4[C:15](=[CH:16][C:17]([O:23][CH:24]5[CH2:29][CH2:28][NH:27][CH2:26][CH2:25]5)=[CH:18][CH:19]=4)[C:14]3=[O:30])[CH:7]=2)[CH2:3][CH2:2]1.I[CH2:33][CH3:34].C(=O)([O-])[O-].[K+].[K+]. Product: [CH:1]1([NH:4][C:5](=[O:31])[C:6]2[CH:11]=[CH:10][C:9]([CH3:12])=[C:8]([N:13]3[CH:22]=[CH:21][C:20]4[C:15](=[CH:16][C:17]([O:23][CH:24]5[CH2:29][CH2:28][N:27]([CH2:33][CH3:34])[CH2:26][CH2:25]5)=[CH:18][CH:19]=4)[C:14]3=[O:30])[CH:7]=2)[CH2:3][CH2:2]1. The catalyst class is: 39. (7) Reactant: [O:1]=[C:2]1[NH:10][C:5]2=[N:6][CH:7]=[CH:8][CH:9]=[C:4]2[C@:3]21[CH2:25][C:13]1[CH:14]=[C:15]3[C:20](=[CH:21][C:12]=1[CH2:11]2)[N:19]=[C:18]([C:22]([OH:24])=O)[CH:17]=[CH:16]3.[NH:26]1[CH2:31][CH2:30][CH:29]([N:32]2[C:37]3[CH:38]=[CH:39][CH:40]=[CH:41][C:36]=3[CH2:35][O:34][C:33]2=[O:42])[CH2:28][CH2:27]1.C(Cl)CCl.C1C=CC2N(O)N=NC=2C=1.C(N(CC)CC)C. Product: [O:42]=[C:33]1[O:34][CH2:35][C:36]2[CH:41]=[CH:40][CH:39]=[CH:38][C:37]=2[N:32]1[CH:29]1[CH2:30][CH2:31][N:26]([C:22]([C:18]2[CH:17]=[CH:16][C:15]3[C:20](=[CH:21][C:12]4[CH2:11][C@:3]5([C:4]6[C:5](=[N:6][CH:7]=[CH:8][CH:9]=6)[NH:10][C:2]5=[O:1])[CH2:25][C:13]=4[CH:14]=3)[N:19]=2)=[O:24])[CH2:27][CH2:28]1. The catalyst class is: 3.